This data is from Reaction yield outcomes from USPTO patents with 853,638 reactions. The task is: Predict the reaction yield, written as a fraction of the theoretical maximum amount of product (1.0 means a 100% yield; for example, 0.34 means a 34% yield). The reactants are [C:1]([O:5][CH:6]([C:11]1[N:12]=[C:13]2[CH:18]=[CH:17][CH:16]=[CH:15][N:14]2[CH:19]=1)[C:7]([O:9][CH3:10])=[O:8])([CH3:4])([CH3:3])[CH3:2].[Br:20]N1C(=O)CCC1=O. The catalyst is C(O)C. The product is [Br:20][C:19]1[N:14]2[CH:15]=[CH:16][CH:17]=[CH:18][C:13]2=[N:12][C:11]=1[CH:6]([O:5][C:1]([CH3:4])([CH3:2])[CH3:3])[C:7]([O:9][CH3:10])=[O:8]. The yield is 0.900.